Dataset: Forward reaction prediction with 1.9M reactions from USPTO patents (1976-2016). Task: Predict the product of the given reaction. Given the reactants [C:1](C1NC=CN=1)(C1NC=CN=1)=S.[CH3:13][O:14][C:15]1[CH:16]=[C:17]2[C:22](=[CH:23][C:24]=1[O:25][CH3:26])[N:21]=[CH:20][CH:19]=[C:18]2[O:27][C:28]1[CH:29]=[C:30]2[C:35](=[CH:36][CH:37]=1)[C:34]([NH2:38])=[CH:33][CH:32]=[CH:31]2.[NH2:39][C:40]1[CH:45]=[CH:44][CH:43]=[CH:42][C:41]=1[OH:46].C(Cl)CCl, predict the reaction product. The product is: [CH3:13][O:14][C:15]1[CH:16]=[C:17]2[C:22](=[CH:23][C:24]=1[O:25][CH3:26])[N:21]=[CH:20][CH:19]=[C:18]2[O:27][C:28]1[CH:29]=[C:30]2[C:35](=[CH:36][CH:37]=1)[C:34]([NH:38][C:1]1[O:46][C:41]3[CH:42]=[CH:43][CH:44]=[CH:45][C:40]=3[N:39]=1)=[CH:33][CH:32]=[CH:31]2.